From a dataset of Full USPTO retrosynthesis dataset with 1.9M reactions from patents (1976-2016). Predict the reactants needed to synthesize the given product. (1) Given the product [CH:31]1([NH:30][C:23]2[C:24]3[CH:29]=[CH:28][NH:27][C:25]=3[N:26]=[C:21]([NH:20][C:17]3[CH:16]=[CH:15][C:14]([N:12]([CH3:13])[C:10](=[O:11])[CH2:9][OH:8])=[CH:19][CH:18]=3)[N:22]=2)[CH2:32][CH2:33]1, predict the reactants needed to synthesize it. The reactants are: C([O:8][CH2:9][C:10]([N:12]([C:14]1[CH:19]=[CH:18][C:17]([NH:20][C:21]2[N:22]=[C:23]([NH:30][CH:31]3[CH2:33][CH2:32]3)[C:24]3[CH:29]=[CH:28][NH:27][C:25]=3[N:26]=2)=[CH:16][CH:15]=1)[CH3:13])=[O:11])C1C=CC=CC=1. (2) Given the product [Br:1][C:2]1[CH:3]=[CH:4][C:5]2[O:14][CH2:13][CH2:12][N:11]3[C:7](=[N:8][C:9]([C:15]([NH2:19])=[O:16])=[CH:10]3)[C:6]=2[CH:18]=1, predict the reactants needed to synthesize it. The reactants are: [Br:1][C:2]1[CH:3]=[CH:4][C:5]2[O:14][CH2:13][CH2:12][N:11]3[C:7](=[N:8][C:9]([C:15](Cl)=[O:16])=[CH:10]3)[C:6]=2[CH:18]=1.[NH3:19]. (3) Given the product [NH:1]1[CH:5]=[C:4]([C:6]([N:32]2[CH2:37][CH2:36][O:35][CH2:34][CH2:33]2)=[O:8])[CH:3]=[N:2]1, predict the reactants needed to synthesize it. The reactants are: [NH:1]1[CH:5]=[C:4]([C:6]([OH:8])=O)[CH:3]=[N:2]1.Cl.CN(C)CCCN=C=NCC.O.ON1C2C=CC=CC=2N=N1.[NH:32]1[CH2:37][CH2:36][O:35][CH2:34][CH2:33]1.